From a dataset of Forward reaction prediction with 1.9M reactions from USPTO patents (1976-2016). Predict the product of the given reaction. (1) Given the reactants C(=S)(OC1C=CC=CC=1)O[C@@H:3]1[C@@H:7]2[O:8][CH:9]([C:12]3[CH:17]=[CH:16][C:15]([O:18][CH3:19])=[CH:14][CH:13]=3)[O:10][CH2:11][C@@H:6]2[CH2:5][C@H:4]1[N:20]1[C:28](=[O:29])[C:27]2[C:22](=[CH:23][CH:24]=[CH:25][CH:26]=2)[C:21]1=[O:30].C[Si]([SiH]([Si](C)(C)C)[Si](C)(C)C)(C)C.C(B(CC)CC)C.CCCCCC, predict the reaction product. The product is: [CH3:19][O:18][C:15]1[CH:16]=[CH:17][C:12]([CH:9]2[O:8][C@H:7]3[CH2:3][C@H:4]([N:20]4[C:28](=[O:29])[C:27]5[C:22](=[CH:23][CH:24]=[CH:25][CH:26]=5)[C:21]4=[O:30])[CH2:5][C@H:6]3[CH2:11][O:10]2)=[CH:13][CH:14]=1. (2) Given the reactants [Cl:1][C:2]1[CH:3]=[C:4]([CH:8]([NH:11][C:12](=[O:24])[CH2:13][N:14]([C:16]2[C:21]([Cl:22])=[CH:20][N:19]=[C:18](Cl)[N:17]=2)[CH3:15])[CH2:9][OH:10])[CH:5]=[CH:6][CH:7]=1.[NH2:25][C@@H:26]([CH3:29])[CH2:27][OH:28], predict the reaction product. The product is: [Cl:22][C:21]1[C:16]([N:14]([CH3:15])[CH2:13][C:12]([NH:11][CH:8]([C:4]2[CH:5]=[CH:6][CH:7]=[C:2]([Cl:1])[CH:3]=2)[CH2:9][OH:10])=[O:24])=[N:17][C:18]([NH:25][CH:26]([CH3:29])[CH2:27][OH:28])=[N:19][CH:20]=1. (3) The product is: [CH:1]1([CH2:4][O:5][C:6]2[N:7]=[CH:8][C:9]([NH2:12])=[CH:10][CH:11]=2)[CH2:2][CH2:3]1. Given the reactants [CH:1]1([CH2:4][O:5][C:6]2[CH:11]=[CH:10][C:9]([N+:12]([O-])=O)=[CH:8][N:7]=2)[CH2:3][CH2:2]1.C(N)CN, predict the reaction product. (4) Given the reactants [CH3:1][C:2]([CH3:25])([O:4][C:5]([N:7]([C@@H:9]1[C:17]2[C:12](=[CH:13][CH:14]=[CH:15][CH:16]=2)[CH2:11][C@@H:10]1[O:18]C1CCCCO1)[CH3:8])=[O:6])[CH3:3].C1(C)C=CC(S(O)(=O)=O)=CC=1.C(=O)(O)[O-].[Na+].O, predict the reaction product. The product is: [CH3:3][C:2]([CH3:25])([O:4][C:5]([N:7]([C@@H:9]1[C:17]2[C:12](=[CH:13][CH:14]=[CH:15][CH:16]=2)[CH2:11][C@@H:10]1[OH:18])[CH3:8])=[O:6])[CH3:1]. (5) Given the reactants C[O:2][C:3](=[O:37])[C@@H:4]([NH:18][C:19]([C:21]1[CH:26]=[CH:25][C:24]([C:27]2[CH:32]=[CH:31][C:30]([C:33]([F:36])([F:35])[F:34])=[CH:29][CH:28]=2)=[CH:23][CH:22]=1)=[O:20])[CH2:5][C:6]1[CH:11]=[CH:10][C:9]([C:12]2[CH:17]=[CH:16][CH:15]=[CH:14][CH:13]=2)=[CH:8][CH:7]=1.[OH-].[Li+].Cl, predict the reaction product. The product is: [C:9]1([C:12]2[CH:17]=[CH:16][CH:15]=[CH:14][CH:13]=2)[CH:8]=[CH:7][C:6]([CH2:5][C@H:4]([NH:18][C:19]([C:21]2[CH:26]=[CH:25][C:24]([C:27]3[CH:32]=[CH:31][C:30]([C:33]([F:34])([F:35])[F:36])=[CH:29][CH:28]=3)=[CH:23][CH:22]=2)=[O:20])[C:3]([OH:37])=[O:2])=[CH:11][CH:10]=1. (6) Given the reactants [CH:1]([O-:3])=[O:2].[K+:4].[C:5](=[O:8])([O-:7])[O-:6].[K+].[K+].[Cl-].[K+].B([O-])([O-])[O-], predict the reaction product. The product is: [CH:1]([O-:3])=[O:2].[K+:4].[C:5](=[O:6])([O-:8])[O-:7].[K+:4].[K+:4]. (7) Given the reactants C([O:8][C:9](=[O:39])[C@@H:10]([NH:20][C:21](=[O:38])[C@H:22]([CH:35]1[CH2:37][CH2:36]1)[NH:23][C:24]([CH:26]1[CH2:34][C:33]2[C:28](=[CH:29][CH:30]=[CH:31][CH:32]=2)[CH2:27]1)=[O:25])[CH2:11][C:12]1[CH:17]=[CH:16][C:15]([O:18][CH3:19])=[CH:14][CH:13]=1)C1C=CC=CC=1.C1COCC1.CN(C=O)C, predict the reaction product. The product is: [CH:35]1([C@H:22]([NH:23][C:24]([CH:26]2[CH2:27][C:28]3[C:33](=[CH:32][CH:31]=[CH:30][CH:29]=3)[CH2:34]2)=[O:25])[C:21]([NH:20][C@@H:10]([CH2:11][C:12]2[CH:17]=[CH:16][C:15]([O:18][CH3:19])=[CH:14][CH:13]=2)[C:9]([OH:39])=[O:8])=[O:38])[CH2:37][CH2:36]1.